From a dataset of Reaction yield outcomes from USPTO patents with 853,638 reactions. Predict the reaction yield, written as a fraction of the theoretical maximum amount of product (1.0 means a 100% yield; for example, 0.34 means a 34% yield). (1) The reactants are [CH2:1]([NH:7][C:8]1[CH:17]=[CH:16][C:11]2[N:12]=[C:13]([SH:15])[S:14][C:10]=2[CH:9]=1)[CH2:2][CH2:3][CH2:4][CH2:5][CH3:6].[CH3:18][O:19][C:20]1[CH:21]=[C:22]([N:28]=[C:29]=[O:30])[CH:23]=[C:24]([O:26][CH3:27])[CH:25]=1. The catalyst is ClCCl. The product is [CH3:27][O:26][C:24]1[CH:23]=[C:22]([NH:28][C:29](=[O:30])[N:7]([CH2:1][CH2:2][CH2:3][CH2:4][CH2:5][CH3:6])[C:8]2[CH:17]=[CH:16][C:11]3[N:12]=[C:13]([SH:15])[S:14][C:10]=3[CH:9]=2)[CH:21]=[C:20]([O:19][CH3:18])[CH:25]=1. The yield is 0.430. (2) The reactants are [NH2:1][C:2]1[C:7]([C:8]#[N:9])=[CH:6][CH:5]=[CH:4][N:3]=1.[C:10]([N:18]=[C:19]=[O:20])(=[O:17])[C:11]1[CH:16]=[CH:15][CH:14]=[CH:13][CH:12]=1. The catalyst is O1CCOCC1. The product is [C:8]([C:7]1[C:2]([NH:1][C:19]([NH:18][C:10](=[O:17])[C:11]2[CH:12]=[CH:13][CH:14]=[CH:15][CH:16]=2)=[O:20])=[N:3][CH:4]=[CH:5][CH:6]=1)#[N:9]. The yield is 0.540. (3) The reactants are [O-]P([O-])([O-])=O.[K+].[K+].[K+].[CH2:9]([NH2:16])[C:10]1[CH:15]=[CH:14][CH:13]=[CH:12][CH:11]=1.I[C:18]1[CH:19]=[C:20]([N+:24]([O-:26])=[O:25])[CH:21]=[CH:22][CH:23]=1.C(O)CO. The catalyst is [Cu]I.CCCCCC.C(OCC)(=O)C.CC(O)C. The product is [N+:24]([C:20]1[CH:19]=[C:18]([NH:16][CH2:9][C:10]2[CH:15]=[CH:14][CH:13]=[CH:12][CH:11]=2)[CH:23]=[CH:22][CH:21]=1)([O-:26])=[O:25]. The yield is 0.720. (4) The reactants are NC(C1C=CC2C(=CC=C(O[C@H]3CC[C@H](C(F)(F)F)CC3)C=2)C=1)(C)CCC(O)=O.C(O)(C(F)(F)F)=O.[N+:37]([C:40]([C:47]1[CH:56]=[CH:55][C:54]2[C:49](=[CH:50][CH:51]=[C:52]([O:61][C@H:62]3[CH2:67][CH2:66][C@@H:65]([C:68]([F:71])([F:70])[F:69])[CH2:64][CH2:63]3)[C:53]=2[C:57]([F:60])([F:59])[F:58])[CH:48]=1)([CH3:46])[CH2:41][CH2:42][C:43]([OH:45])=[O:44])([O-])=O. No catalyst specified. The product is [NH2:37][C:40]([C:47]1[CH:56]=[CH:55][C:54]2[C:49](=[CH:50][CH:51]=[C:52]([O:61][C@H:62]3[CH2:63][CH2:64][C@@H:65]([C:68]([F:69])([F:70])[F:71])[CH2:66][CH2:67]3)[C:53]=2[C:57]([F:59])([F:60])[F:58])[CH:48]=1)([CH3:46])[CH2:41][CH2:42][C:43]([OH:45])=[O:44]. The yield is 0.460. (5) The reactants are [NH2:1][CH2:2][CH2:3][C:4]([C:6]1[CH:20]=[CH:19][C:9]2[N:10]=[C:11]([NH:13][C:14]([NH:16][CH2:17][CH3:18])=[O:15])[S:12][C:8]=2[CH:7]=1)=[O:5].C(N([CH2:26][CH3:27])CC)C.[N-:28]=[C:29]=[O:30]. The catalyst is CN(C=O)C. The product is [CH3:7][C:6]1[CH:4]=[C:3]([NH:28][C:29]([NH:1][CH2:2][CH2:3][C:4]([C:6]2[CH:20]=[CH:19][C:9]3[N:10]=[C:11]([NH:13][C:14]([NH:16][CH2:17][CH3:18])=[O:15])[S:12][C:8]=3[CH:7]=2)=[O:5])=[O:30])[CH:2]=[CH:26][CH:27]=1. The yield is 0.250. (6) The reactants are [S:1]1[CH:5]=[CH:4][C:3]([CH:6]=[N:7][OH:8])=[CH:2]1.ClN1C(=O)CCC1=O.[NH4+].[Cl-].[CH3:19][C:20]1[NH:24][N:23]=[N:22][N:21]=1.C(N(CC)CC)C. The catalyst is CN(C=O)C.ClCCl. The product is [CH3:19][C:20]1[N:24]([C:6]([C:3]2[CH:4]=[CH:5][S:1][CH:2]=2)=[N:7][OH:8])[N:23]=[N:22][N:21]=1.[CH3:19][C:20]1[N:21]=[N:22][N:23]([C:6]([C:3]2[CH:4]=[CH:5][S:1][CH:2]=2)=[N:7][OH:8])[N:24]=1. The yield is 0.376. (7) The reactants are [F:1][C:2]1[CH:3]=[CH:4][C:5]([CH3:26])=[C:6]([C:8]2[CH:17]=[C:16]3[C:11]([CH:12]=[C:13]([NH:18][C:19]([CH:21]4[CH2:23][CH2:22]4)=[O:20])[N:14]=[CH:15]3)=[C:10]([CH2:24]O)[N:9]=2)[CH:7]=1.COCCN(S(F)(F)[F:37])CCOC. The catalyst is ClCCl. The product is [F:1][C:2]1[CH:3]=[CH:4][C:5]([CH3:26])=[C:6]([C:8]2[CH:17]=[C:16]3[C:11]([CH:12]=[C:13]([NH:18][C:19]([CH:21]4[CH2:23][CH2:22]4)=[O:20])[N:14]=[CH:15]3)=[C:10]([CH2:24][F:37])[N:9]=2)[CH:7]=1. The yield is 0.500. (8) The reactants are Cl.C(OC([NH:9][C@@H:10]([C:16]1[CH:21]=[CH:20][C:19]([Cl:22])=[CH:18][CH:17]=1)[CH2:11][C:12]([O:14][CH3:15])=[O:13])=O)(C)(C)C. The catalyst is C(Cl)Cl. The product is [NH2:9][C@@H:10]([C:16]1[CH:17]=[CH:18][C:19]([Cl:22])=[CH:20][CH:21]=1)[CH2:11][C:12]([O:14][CH3:15])=[O:13]. The yield is 0.980. (9) The reactants are [NH2:1][C:2]1[CH:7]=[CH:6][CH:5]=[C:4]([NH2:8])[N:3]=1.[Cl:9][C:10]1[CH:15]=[C:14](Cl)[N:13]=[CH:12][N:11]=1. The product is [Cl:9][C:10]1[N:11]=[CH:12][N:13]=[C:14]([NH:1][C:2]2[CH:7]=[CH:6][CH:5]=[C:4]([NH2:8])[N:3]=2)[CH:15]=1. The yield is 0.360. The catalyst is C(O)CCC. (10) The reactants are O1CCCC1.[NH2:6][C:7]1[C:12]([C:13]2[O:17][N:16]=[C:15]([CH2:18][C:19]3[CH:24]=[CH:23][C:22]([OH:25])=[CH:21][CH:20]=3)[CH:14]=2)=[CH:11][CH:10]=[C:9]([NH2:26])[N:8]=1.[OH-].[Na+].Cl[CH2:30][C:31]1[CH:36]=[CH:35][CH:34]=[C:33]([O:37][CH3:38])[N:32]=1. The catalyst is CN(C)C=O. The product is [CH3:38][O:37][C:33]1[N:32]=[C:31]([CH2:30][O:25][C:22]2[CH:23]=[CH:24][C:19]([CH2:18][C:15]3[CH:14]=[C:13]([C:12]4[C:7]([NH2:6])=[N:8][C:9]([NH2:26])=[CH:10][CH:11]=4)[O:17][N:16]=3)=[CH:20][CH:21]=2)[CH:36]=[CH:35][CH:34]=1. The yield is 0.610.